From a dataset of Peptide-MHC class I binding affinity with 185,985 pairs from IEDB/IMGT. Regression. Given a peptide amino acid sequence and an MHC pseudo amino acid sequence, predict their binding affinity value. This is MHC class I binding data. (1) The peptide sequence is QQLYTSPSF. The MHC is HLA-A30:01 with pseudo-sequence HLA-A30:01. The binding affinity (normalized) is 0.0847. (2) The MHC is HLA-A02:11 with pseudo-sequence HLA-A02:11. The peptide sequence is MPMSMPIPM. The binding affinity (normalized) is 0.0847. (3) The peptide sequence is FVDVGVSAL. The MHC is HLA-A11:01 with pseudo-sequence HLA-A11:01. The binding affinity (normalized) is 0.0847. (4) The peptide sequence is SLIIPNVTL. The MHC is HLA-A01:01 with pseudo-sequence HLA-A01:01. The binding affinity (normalized) is 0.213. (5) The peptide sequence is KPRSPVVEL. The MHC is HLA-A03:01 with pseudo-sequence HLA-A03:01. The binding affinity (normalized) is 0.0847. (6) The peptide sequence is VVYKEAKIK. The MHC is HLA-A03:01 with pseudo-sequence HLA-A03:01. The binding affinity (normalized) is 0.469. (7) The peptide sequence is SCEEGKLCY. The MHC is HLA-A29:02 with pseudo-sequence HLA-A29:02. The binding affinity (normalized) is 0.245.